Dataset: NCI-60 drug combinations with 297,098 pairs across 59 cell lines. Task: Regression. Given two drug SMILES strings and cell line genomic features, predict the synergy score measuring deviation from expected non-interaction effect. Drug 1: C1=C(C(=O)NC(=O)N1)F. Drug 2: C(CC(=O)O)C(=O)CN.Cl. Cell line: SN12C. Synergy scores: CSS=18.7, Synergy_ZIP=-4.40, Synergy_Bliss=-6.69, Synergy_Loewe=-10.9, Synergy_HSA=-3.97.